Dataset: Full USPTO retrosynthesis dataset with 1.9M reactions from patents (1976-2016). Task: Predict the reactants needed to synthesize the given product. (1) Given the product [N:15]1([CH2:20][CH2:21][NH:22][S:11]([C:8]2[CH:9]=[CH:10][C:5]([NH:4][C:1](=[O:3])[CH3:2])=[CH:6][CH:7]=2)(=[O:13])=[O:12])[CH2:19][CH2:18][CH2:17][CH2:16]1, predict the reactants needed to synthesize it. The reactants are: [C:1]([NH:4][C:5]1[CH:10]=[CH:9][C:8]([S:11](Cl)(=[O:13])=[O:12])=[CH:7][CH:6]=1)(=[O:3])[CH3:2].[N:15]1([CH2:20][CH2:21][NH2:22])[CH2:19][CH2:18][CH2:17][CH2:16]1. (2) Given the product [CH:42]1([O:41][C:40]2[CH:50]=[CH:51][C:37]([B:32]3[O:31][C:30]([CH3:52])([CH3:29])[C:34]([CH3:36])([CH3:35])[O:33]3)=[CH:38][CH:39]=2)[CH2:43][CH2:44][CH2:45][CH2:48][CH2:49]1, predict the reactants needed to synthesize it. The reactants are: C1(OC2C=CC(C3N=C(N4CCNCC4)C=CC=3C(N)=O)=CC=2)CCCCC1.[CH3:29][C:30]1([CH3:52])[C:34]([CH3:36])([CH3:35])[O:33][B:32]([C:37]2[CH:51]=[CH:50][C:40]([O:41][C:42]3[CH:49]=[CH:48][C:45](C#N)=[CH:44][CH:43]=3)=[CH:39][CH:38]=2)[O:31]1. (3) Given the product [C:1]([O:5][C:6]([N:8]([CH3:9])[CH2:10][C:11]([NH:27][CH2:28][CH2:29][O:30][CH2:31][CH2:32][P+:33]([C:46]1[CH:51]=[CH:50][CH:49]=[CH:48][CH:47]=1)([C:34]1[CH:35]=[CH:36][CH:37]=[CH:38][CH:39]=1)[C:40]1[CH:45]=[CH:44][CH:43]=[CH:42][CH:41]=1)=[O:13])=[O:7])([CH3:2])([CH3:3])[CH3:4].[I-:26], predict the reactants needed to synthesize it. The reactants are: [C:1]([O:5][C:6]([N:8]([CH2:10][C:11]([OH:13])=O)[CH3:9])=[O:7])([CH3:4])([CH3:3])[CH3:2].C1N=CN(C(N2C=NC=C2)=O)C=1.[I-:26].[NH2:27][CH2:28][CH2:29][O:30][CH2:31][CH2:32][P+:33]([C:46]1[CH:51]=[CH:50][CH:49]=[CH:48][CH:47]=1)([C:40]1[CH:45]=[CH:44][CH:43]=[CH:42][CH:41]=1)[C:34]1[CH:39]=[CH:38][CH:37]=[CH:36][CH:35]=1. (4) Given the product [Cl:12][C:13]1[CH:18]=[CH:17][C:16]([CH:19]2[CH2:25][CH:24]3[N:26]([C:27]([O:29][CH2:30][CH3:31])=[O:28])[CH:21]([CH2:22][CH2:23]3)[CH2:20]2)=[C:15]([CH:32]([OH:35])[CH2:33][CH3:34])[CH:14]=1, predict the reactants needed to synthesize it. The reactants are: COB(OC)OC.CSC.B.[Cl:12][C:13]1[CH:18]=[CH:17][C:16]([CH:19]2[CH2:25][CH:24]3[N:26]([C:27]([O:29][CH2:30][CH3:31])=[O:28])[CH:21]([CH2:22][CH2:23]3)[CH2:20]2)=[C:15]([C:32](=[O:35])[CH2:33][CH3:34])[CH:14]=1.Cl. (5) Given the product [Cl:5][C:6]1[N:11]=[C:10]([NH:4][CH2:1][CH2:2][CH3:3])[N:9]=[C:8]([NH:13][O:14][C:15]2[CH:16]=[CH:17][C:18]([F:21])=[CH:19][CH:20]=2)[N:7]=1, predict the reactants needed to synthesize it. The reactants are: [CH2:1]([NH2:4])[CH2:2][CH3:3].[Cl:5][C:6]1[N:11]=[C:10](Cl)[N:9]=[C:8]([NH:13][O:14][C:15]2[CH:20]=[CH:19][C:18]([F:21])=[CH:17][CH:16]=2)[N:7]=1.